Dataset: Full USPTO retrosynthesis dataset with 1.9M reactions from patents (1976-2016). Task: Predict the reactants needed to synthesize the given product. Given the product [F:1][C:2]1[CH:7]=[CH:6][C:5]([N:8]([CH2:24][C:25]2[CH:26]=[CH:27][C:28]([NH:31][C:32]([C@H:34]3[CH2:38][CH2:37][CH2:36][N:35]3[C:39]([O:41][CH2:42][CH:43]3[C:44]4[CH:45]=[CH:46][CH:47]=[CH:48][C:49]=4[C:50]4[C:55]3=[CH:54][CH:53]=[CH:52][CH:51]=4)=[O:40])=[O:33])=[CH:29][CH:30]=2)[CH2:9][C:10]2[CH:23]=[CH:22][C:13]3[NH:14][C:15]([C@@H:17]4[CH2:21][CH2:20][CH2:19][N:18]4[C:59](=[O:60])[C@@H:58]([NH:62][C:63]([O:65][CH3:66])=[O:64])[C:57]([OH:56])([CH3:68])[CH3:67])=[N:16][C:12]=3[CH:11]=2)=[CH:4][CH:3]=1, predict the reactants needed to synthesize it. The reactants are: [F:1][C:2]1[CH:7]=[CH:6][C:5]([N:8]([CH2:24][C:25]2[CH:30]=[CH:29][C:28]([NH:31][C:32]([C@H:34]3[CH2:38][CH2:37][CH2:36][N:35]3[C:39]([O:41][CH2:42][CH:43]3[C:55]4[CH:54]=[CH:53][CH:52]=[CH:51][C:50]=4[C:49]4[C:44]3=[CH:45][CH:46]=[CH:47][CH:48]=4)=[O:40])=[O:33])=[CH:27][CH:26]=2)[CH2:9][C:10]2[CH:23]=[CH:22][C:13]3[NH:14][C:15]([C@@H:17]4[CH2:21][CH2:20][CH2:19][NH:18]4)=[N:16][C:12]=3[CH:11]=2)=[CH:4][CH:3]=1.[OH:56][C:57]([CH3:68])([CH3:67])[C@H:58]([NH:62][C:63]([O:65][CH3:66])=[O:64])[C:59](O)=[O:60].